This data is from Reaction yield outcomes from USPTO patents with 853,638 reactions. The task is: Predict the reaction yield, written as a fraction of the theoretical maximum amount of product (1.0 means a 100% yield; for example, 0.34 means a 34% yield). (1) The catalyst is C1COCC1. The product is [Br:1][C:2]1[N:3]=[C:4]2[C:10]([CH3:33])=[C:9]([C:12]3[CH:17]=[CH:16][C:15]([C:18]4([CH3:23])[O:22][CH2:21][CH2:20][O:19]4)=[CH:14][CH:13]=3)[N:8]([CH2:24][O:25][CH2:26][CH2:27][Si:28]([CH3:31])([CH3:30])[CH3:29])[C:5]2=[N:6][CH:7]=1. The reactants are [Br:1][C:2]1[N:3]=[C:4]2[C:10](I)=[C:9]([C:12]3[CH:17]=[CH:16][C:15]([C:18]4([CH3:23])[O:22][CH2:21][CH2:20][O:19]4)=[CH:14][CH:13]=3)[N:8]([CH2:24][O:25][CH2:26][CH2:27][Si:28]([CH3:31])([CH3:30])[CH3:29])[C:5]2=[N:6][CH:7]=1.[Li][C:33](C)(C)C.CI.[NH4+].[Cl-]. The yield is 0.660. (2) The reactants are [C:1]([C:3]1[CH:8]=[CH:7][C:6]([C@@H:9]2[O:14][CH2:13][CH2:12][N:11]([C:15]([O:17][C:18]([CH3:21])([CH3:20])[CH3:19])=[O:16])[CH2:10]2)=[CH:5][CH:4]=1)#[N:2].Cl.[NH2:23]O.C(=O)([O-])[O-].[Na+].[Na+].C[O:32][C:33](OC)(N(C)C)[CH3:34]. The catalyst is C(O)C.O.C1(C)C(C)=CC=CC=1. The product is [CH3:34][C:33]1[O:32][N:23]=[C:1]([C:3]2[CH:4]=[CH:5][C:6]([C@@H:9]3[O:14][CH2:13][CH2:12][N:11]([C:15]([O:17][C:18]([CH3:21])([CH3:20])[CH3:19])=[O:16])[CH2:10]3)=[CH:7][CH:8]=2)[N:2]=1. The yield is 0.800. (3) The catalyst is O1CCOCC1. The reactants are Cl[C:2]1[N:7]=[CH:6][C:5]([B:8]([OH:10])[OH:9])=[CH:4][N:3]=1.[NH:11]1[CH2:16][CH2:15][CH:14]([C:17]([O:19][CH2:20][CH3:21])=[O:18])[CH2:13][CH2:12]1. The yield is 0.510. The product is [CH2:20]([O:19][C:17]([CH:14]1[CH2:15][CH2:16][N:11]([C:2]2[N:7]=[CH:6][C:5]([B:8]([OH:10])[OH:9])=[CH:4][N:3]=2)[CH2:12][CH2:13]1)=[O:18])[CH3:21]. (4) The reactants are [NH2:1][C:2]1[CH:3]=[CH:4][C:5]([O:18][CH3:19])=[C:6]([NH:8][C:9]([NH:11][C:12]2[CH:17]=[N:16][CH:15]=[CH:14][N:13]=2)=[O:10])[CH:7]=1.[C:20]1(=[O:26])[O:25][C:23](=[O:24])[CH2:22][CH2:21]1. The catalyst is N1C=CC=CC=1. The product is [CH3:19][O:18][C:5]1[CH:4]=[CH:3][C:2]([NH:1][C:20](=[O:26])[CH2:21][CH2:22][C:23]([OH:25])=[O:24])=[CH:7][C:6]=1[NH:8][C:9]([NH:11][C:12]1[CH:17]=[N:16][CH:15]=[CH:14][N:13]=1)=[O:10]. The yield is 0.500. (5) The reactants are Cl[C:2]1[CH:3]=[C:4]([CH:7]=[C:8]([N+:11]([O-:13])=[O:12])[C:9]=1[OH:10])[CH:5]=[O:6].[F:14]C1C=C(C=CC=1O)C=O. No catalyst specified. The product is [F:14][C:2]1[CH:3]=[C:4]([CH:7]=[C:8]([N+:11]([O-:13])=[O:12])[C:9]=1[OH:10])[CH:5]=[O:6]. The yield is 0.530.